This data is from Reaction yield outcomes from USPTO patents with 853,638 reactions. The task is: Predict the reaction yield, written as a fraction of the theoretical maximum amount of product (1.0 means a 100% yield; for example, 0.34 means a 34% yield). (1) The reactants are [Cl-].O[NH3+:3].[C:4](=[O:7])([O-])[OH:5].[Na+].CS(C)=O.[CH2:13]([C:17]1[N:18]=[C:19]([CH3:47])[N:20]([CH:39]([C:41]2[CH:46]=[CH:45][CH:44]=[CH:43][CH:42]=2)[CH3:40])[C:21](=[O:38])[C:22]=1[CH2:23][C:24]1[CH:29]=[CH:28][C:27]([C:30]2[C:31]([C:36]#[N:37])=[CH:32][CH:33]=[CH:34][CH:35]=2)=[CH:26][CH:25]=1)[CH2:14][CH2:15][CH3:16]. The catalyst is C(OCC)(=O)C. The product is [CH2:13]([C:17]1[N:18]=[C:19]([CH3:47])[N:20]([CH:39]([C:41]2[CH:42]=[CH:43][CH:44]=[CH:45][CH:46]=2)[CH3:40])[C:21](=[O:38])[C:22]=1[CH2:23][C:24]1[CH:29]=[CH:28][C:27]([C:30]2[CH:35]=[CH:34][CH:33]=[CH:32][C:31]=2[C:36]2[NH:3][C:4](=[O:7])[O:5][N:37]=2)=[CH:26][CH:25]=1)[CH2:14][CH2:15][CH3:16]. The yield is 0.260. (2) The reactants are [CH2:1]([NH2:5])[CH:2](C)C.FC1C=C(C)C=CC=1[N+]([O-])=[O:14].[CH2:17]([NH:21][C:22]1[CH:28]=[C:27]([CH3:29])[CH:26]=[CH:25][C:23]=1[NH2:24])[CH:18]([CH3:20])[CH3:19].N[C:31]1[S:32]C=[CH:34][N:35]=1. No catalyst specified. The product is [CH2:17]([NH:21][C:22]1[CH:28]=[C:27]([CH3:29])[CH:26]=[CH:25][C:23]=1[NH2:24])[CH:18]([CH3:20])[CH3:19].[CH2:17]([NH:21][C:22]1[CH:28]=[C:27]([CH3:29])[CH:26]=[CH:25][C:23]=1[NH:24][C:34]([NH:35][C:31]1[S:32][CH:2]=[CH:1][N:5]=1)=[O:14])[CH:18]([CH3:20])[CH3:19]. The yield is 0.690. (3) The reactants are [O-]CC.[Na+].[CH2:5]([N:12]([CH2:35][C:36]1[CH:41]=[CH:40][CH:39]=[CH:38][CH:37]=1)[C@@H:13]([C@@H:23]([OH:34])[C:24]1[CH:29]=[CH:28][C:27]([C:30]([F:33])([F:32])[F:31])=[CH:26][CH:25]=1)[CH2:14][CH2:15]/[CH:16]=[CH:17]/[C:18]([O:20][CH2:21][CH3:22])=[O:19])[C:6]1[CH:11]=[CH:10][CH:9]=[CH:8][CH:7]=1.OS(O)(=O)=O.C([O-])(O)=O.[Na+]. The catalyst is CCO. The product is [CH2:5]([N:12]([CH2:35][C:36]1[CH:41]=[CH:40][CH:39]=[CH:38][CH:37]=1)[C@H:13]1[C@H:23]([C:24]2[CH:25]=[CH:26][C:27]([C:30]([F:31])([F:33])[F:32])=[CH:28][CH:29]=2)[O:34][C@H:16]([CH2:17][C:18]([O:20][CH2:21][CH3:22])=[O:19])[CH2:15][CH2:14]1)[C:6]1[CH:11]=[CH:10][CH:9]=[CH:8][CH:7]=1. The yield is 0.770. (4) The reactants are [O:1]([CH2:8][C:9]1[CH:17]=[CH:16][CH:15]=[CH:14][C:10]=1[C:11]([OH:13])=O)[C:2]1[CH:7]=[CH:6][CH:5]=[CH:4][CH:3]=1.FC(F)(F)C(OC(=O)C(F)(F)F)=O.B(F)(F)F.CCOCC. The catalyst is C(Cl)Cl. The product is [CH:4]1[C:3]2[C:11](=[O:13])[C:10]3[CH:14]=[CH:15][CH:16]=[CH:17][C:9]=3[CH2:8][O:1][C:2]=2[CH:7]=[CH:6][CH:5]=1. The yield is 0.980. (5) The reactants are [CH2:1]([NH:3][C:4]1[CH:9]=[CH:8][N:7]=[CH:6][C:5]=1[NH2:10])[CH3:2].[C:11]([CH2:13][C:14](OCC)=O)#[N:12]. No catalyst specified. The product is [CH2:1]([N:3]1[C:4]2[CH:9]=[CH:8][N:7]=[CH:6][C:5]=2[N:10]=[C:14]1[CH2:13][C:11]#[N:12])[CH3:2]. The yield is 0.370. (6) The reactants are [C:1]([O:9][CH:10]([CH3:14])[C:11]([NH2:13])=O)(=[O:8])[C:2]1[CH:7]=[CH:6][CH:5]=[CH:4][CH:3]=1.COC1C=CC(P2(SP(C3C=CC(OC)=CC=3)(=S)S2)=[S:24])=CC=1. The catalyst is COCCOC.C(OCC)(=O)C. The product is [C:1]([O:9][CH:10]([CH3:14])[C:11]([NH2:13])=[S:24])(=[O:8])[C:2]1[CH:7]=[CH:6][CH:5]=[CH:4][CH:3]=1. The yield is 0.790. (7) The reactants are [I:1][C:2]1[CH:7]=[CH:6][C:5]([OH:8])=[C:4]([CH3:9])[CH:3]=1.[CH2:10](Br)[C:11]1[CH:16]=[CH:15][CH:14]=[CH:13][CH:12]=1.C(=O)([O-])[O-].[K+].[K+]. The catalyst is C(#N)C. The product is [CH2:10]([O:8][C:5]1[CH:6]=[CH:7][C:2]([I:1])=[CH:3][C:4]=1[CH3:9])[C:11]1[CH:16]=[CH:15][CH:14]=[CH:13][CH:12]=1. The yield is 0.980. (8) The reactants are [C:1]([O:5][C:6](=[O:40])[NH:7][C:8]1([C:12]2[CH:17]=[CH:16][C:15]([C:18]3[C:27](=[O:28])[C:26]4[C:21](=[CH:22][C:23](C5NN=CC=5)=[CH:24][CH:25]=4)[O:20][C:19]=3[C:34]3[CH:39]=[CH:38][CH:37]=[CH:36][CH:35]=3)=[CH:14][CH:13]=2)[CH2:11][CH2:10][CH2:9]1)([CH3:4])([CH3:3])[CH3:2].C(OC(=O)NC1(C2C=CC(C3C(=O)C4C(=C(Br)C=CC=4)OC=3C3C=CC=CC=3)=CC=2)CCC1)(C)(C)C.[NH:77]1[CH:81]=[C:80](B2OC(C)(C)C(C)(C)O2)[CH:79]=[N:78]1. No catalyst specified. The product is [C:1]([O:5][C:6](=[O:40])[NH:7][C:8]1([C:12]2[CH:13]=[CH:14][C:15]([C:18]3[C:27](=[O:28])[C:26]4[C:21](=[C:22]([C:80]5[CH:81]=[N:77][NH:78][CH:79]=5)[CH:23]=[CH:24][CH:25]=4)[O:20][C:19]=3[C:34]3[CH:39]=[CH:38][CH:37]=[CH:36][CH:35]=3)=[CH:16][CH:17]=2)[CH2:9][CH2:10][CH2:11]1)([CH3:3])([CH3:4])[CH3:2]. The yield is 0.740.